Dataset: Catalyst prediction with 721,799 reactions and 888 catalyst types from USPTO. Task: Predict which catalyst facilitates the given reaction. Reactant: [Cl:1][C:2]1[CH:25]=[C:24]([Cl:26])[CH:23]=[CH:22][C:3]=1[CH2:4][C:5]1[C:9]2=[N:10]C(C#N)=[CH:12][CH:13]=[C:8]2[N:7](C(OCC)=O)[C:6]=1[CH3:21].[OH-].[Na+].[C:29]([OH:32])(=[O:31])[CH3:30]. Product: [Cl:1][C:2]1[CH:25]=[C:24]([Cl:26])[CH:23]=[CH:22][C:3]=1[CH2:4][C:5]1[C:6]([CH3:21])=[N:7][C:8]2[C:9]=1[NH:10][C:30]([C:29]([OH:32])=[O:31])=[CH:12][CH:13]=2. The catalyst class is: 33.